Task: Predict the product of the given reaction.. Dataset: Forward reaction prediction with 1.9M reactions from USPTO patents (1976-2016) (1) Given the reactants [Ca].[O:2]=[CH:3][C@@H:4]([C@H:6]([C@H:8]([C@@H:10]([CH2:12][OH:13])[OH:11])[OH:9])[OH:7])[OH:5].[O:14]=[CH:15][C@@H:16]([C@H:18]([C@@H:20]([C@@H:22]([CH2:24][OH:25])[OH:23])[OH:21])[OH:19])[OH:17], predict the reaction product. The product is: [O:2]=[CH:3][C@@H:4]([C@H:6]([C@@H:8]([C@@H:10]([CH2:12][OH:13])[OH:11])[OH:9])[OH:7])[OH:5].[O:14]=[CH:15][C@@H:16]([C@H:18]([C@H:20]([C@@H:22]([CH2:24][OH:25])[OH:23])[OH:21])[OH:19])[OH:17]. (2) The product is: [Cl:27][C:21]1[CH:22]=[C:23]([O:6][S:3]([C:2]([F:15])([F:14])[F:1])(=[O:5])=[O:4])[CH:24]=[CH:25][C:20]=1[C:18](=[O:19])[CH2:17][Cl:16]. Given the reactants [F:1][C:2]([F:15])([F:14])[S:3]([O:6]S(C(F)(F)F)(=O)=O)(=[O:5])=[O:4].[Cl:16][CH2:17][C:18]([C:20]1[CH:25]=[CH:24][C:23](O)=[CH:22][C:21]=1[Cl:27])=[O:19].N1C=CC=CC=1, predict the reaction product. (3) Given the reactants [CH3:1][C:2]1([CH3:34])[CH2:6][N:5]([CH2:7][C:8]2[CH:13]=[CH:12][C:11]([C:14]([F:17])([F:16])[F:15])=[CH:10][CH:9]=2)[C@@H:4]([C:18]([NH:20][C:21]2([C:24]3[CH:33]=[CH:32][C:27]([C:28]([O:30]C)=[O:29])=[CH:26][CH:25]=3)[CH2:23][CH2:22]2)=[O:19])[CH2:3]1.O1CCOCC1.O[Li].O, predict the reaction product. The product is: [CH3:1][C:2]1([CH3:34])[CH2:6][N:5]([CH2:7][C:8]2[CH:9]=[CH:10][C:11]([C:14]([F:17])([F:16])[F:15])=[CH:12][CH:13]=2)[C@@H:4]([C:18]([NH:20][C:21]2([C:24]3[CH:25]=[CH:26][C:27]([C:28]([OH:30])=[O:29])=[CH:32][CH:33]=3)[CH2:22][CH2:23]2)=[O:19])[CH2:3]1. (4) Given the reactants [NH2:1][C:2]1[C:10]2[C:5](=[C:6]([C:11]3[C:12]([C@@H:23]([NH:33][C:34](=[O:52])[CH2:35][N:36]4[C:44]5[C:43]([F:46])([F:45])[CH2:42][CH2:41][C:40]([F:48])([F:47])[C:39]=5[C:38]([CH:49]([F:51])[F:50])=[N:37]4)[CH2:24][C:25]4[CH:30]=[C:29]([F:31])[CH:28]=[C:27]([F:32])[CH:26]=4)=[N:13][C:14]([C:17]#[C:18][C:19]([OH:22])([CH3:21])[CH3:20])=[N:15][CH:16]=3)[CH:7]=[CH:8][CH:9]=2)[N:4]([CH3:53])[N:3]=1.BrC1C([C@@H](NC(=O)OC(C)(C)C)CC2C=C(F)C=C(F)C=2)=NC(SC)=NC=1.CN1C2C(=CC=CC=2B2OC(C)(C)C(C)(C)O2)C(N[S:101]([CH3:104])(=[O:103])=[O:102])=N1, predict the reaction product. The product is: [F:51][CH:49]([F:50])[C:38]1[C:39]2[C:40]([F:47])([F:48])[CH2:41][CH2:42][C:43]([F:46])([F:45])[C:44]=2[N:36]([CH2:35][C:34]([NH:33][C@H:23]([C:12]2[C:11]([C:6]3[CH:7]=[CH:8][CH:9]=[C:10]4[C:5]=3[N:4]([CH3:53])[N:3]=[C:2]4[NH:1][S:101]([CH3:104])(=[O:103])=[O:102])=[CH:16][N:15]=[C:14]([C:17]#[C:18][C:19]([OH:22])([CH3:20])[CH3:21])[N:13]=2)[CH2:24][C:25]2[CH:30]=[C:29]([F:31])[CH:28]=[C:27]([F:32])[CH:26]=2)=[O:52])[N:37]=1. (5) Given the reactants [F:1][C:2]([F:31])([F:30])[C:3]1[CH:4]=[C:5]([C@H:13]2[O:17][C:16](=[O:18])[N:15]([CH2:19][C:20]3[C:25]([Br:26])=[C:24]([CH3:27])[CH:23]=[C:22](Cl)[N:21]=3)[C@H:14]2[CH3:29])[CH:6]=[C:7]([C:9]([F:12])([F:11])[F:10])[CH:8]=1.C1COCC1.[NH:37]1[CH2:40][CH2:39][CH2:38]1, predict the reaction product. The product is: [N:37]1([C:22]2[N:21]=[C:20]([CH2:19][N:15]3[C@@H:14]([CH3:29])[C@@H:13]([C:5]4[CH:4]=[C:3]([C:2]([F:31])([F:30])[F:1])[CH:8]=[C:7]([C:9]([F:12])([F:11])[F:10])[CH:6]=4)[O:17][C:16]3=[O:18])[C:25]([Br:26])=[C:24]([CH3:27])[CH:23]=2)[CH2:40][CH2:39][CH2:38]1. (6) Given the reactants [C:1]([CH:3]([C:12]1[CH:17]=[CH:16][C:15]([F:18])=[CH:14][CH:13]=1)[CH2:4][C:5](OC(C)(C)C)=[O:6])#[N:2].C1COCC1.Cl, predict the reaction product. The product is: [NH2:2][CH2:1][CH:3]([C:12]1[CH:13]=[CH:14][C:15]([F:18])=[CH:16][CH:17]=1)[CH2:4][CH2:5][OH:6]. (7) Given the reactants Cl[C:2]1[NH:3][C:4]2[CH:10]=[C:9]([C:11]3[CH:16]=[CH:15][CH:14]=[C:13]([O:17][CH3:18])[CH:12]=3)[CH:8]=[CH:7][C:5]=2[N:6]=1.[NH:19]1[CH2:24][CH2:23][C:22]2([C:32]3[C:27](=[CH:28][CH:29]=[CH:30][CH:31]=3)[C:26](=[O:33])[O:25]2)[CH2:21][CH2:20]1, predict the reaction product. The product is: [CH3:18][O:17][C:13]1[CH:12]=[C:11]([C:9]2[CH:8]=[CH:7][C:5]3[NH:6][C:2]([N:19]4[CH2:24][CH2:23][C:22]5([C:32]6[C:27](=[CH:28][CH:29]=[CH:30][CH:31]=6)[C:26](=[O:33])[O:25]5)[CH2:21][CH2:20]4)=[N:3][C:4]=3[CH:10]=2)[CH:16]=[CH:15][CH:14]=1.